Dataset: Reaction yield outcomes from USPTO patents with 853,638 reactions. Task: Predict the reaction yield, written as a fraction of the theoretical maximum amount of product (1.0 means a 100% yield; for example, 0.34 means a 34% yield). (1) The reactants are Br[CH2:2][CH2:3][CH2:4][CH2:5][CH2:6][CH2:7][CH2:8][NH:9][C:10]1[C:11]2[C:16]([N:17]=[C:18]3[C:23]=1[CH2:22][CH2:21][CH2:20][CH2:19]3)=[CH:15][C:14]([Cl:24])=[CH:13][CH:12]=2.[CH2:25]([O:32][C:33]1[CH:42]=[CH:41][C:40]2[C@@H:39]([NH2:43])[CH2:38][CH2:37][CH2:36][C:35]=2[N:34]=1)[C:26]1[CH:31]=[CH:30][CH:29]=[CH:28][CH:27]=1.O. The catalyst is CN(C)C=O. The product is [CH2:25]([O:32][C:33]1[CH:42]=[CH:41][C:40]2[C@H:39]([NH:43][CH2:2][CH2:3][CH2:4][CH2:5][CH2:6][CH2:7][CH2:8][NH:9][C:10]3[C:11]4[C:16]([N:17]=[C:18]5[C:23]=3[CH2:22][CH2:21][CH2:20][CH2:19]5)=[CH:15][C:14]([Cl:24])=[CH:13][CH:12]=4)[CH2:38][CH2:37][CH2:36][C:35]=2[N:34]=1)[C:26]1[CH:27]=[CH:28][CH:29]=[CH:30][CH:31]=1. The yield is 0.330. (2) The catalyst is C1(C)C=CC=CC=1. The product is [NH2:7][C:8]1[N:13]=[C:12]([N:14]([CH3:21])[C:15]2[CH:16]=[CH:17][CH:18]=[CH:19][CH:20]=2)[N:11]=[C:10]([C:22]2[N:26]=[C:25]([C:27]3[CH:28]=[CH:29][C:30]([C:33]([NH:4][CH2:3][C:2]([F:6])([F:5])[F:1])=[O:34])=[N:31][CH:32]=3)[O:24][N:23]=2)[N:9]=1. The yield is 0.430. The reactants are [F:1][C:2]([F:6])([F:5])[CH2:3][NH2:4].[NH2:7][C:8]1[N:13]=[C:12]([N:14]([CH3:21])[C:15]2[CH:20]=[CH:19][CH:18]=[CH:17][CH:16]=2)[N:11]=[C:10]([C:22]2[N:26]=[C:25]([C:27]3[CH:28]=[CH:29][C:30]([C:33](OC)=[O:34])=[N:31][CH:32]=3)[O:24][N:23]=2)[N:9]=1. (3) The reactants are C(O)(C(F)(F)F)=O.[NH2:8][C:9]1[CH:10]=[C:11]([C:16]2[C:17](=[O:38])[N:18]([CH2:36][CH3:37])[C:19]3[C:24]([CH:25]=2)=[CH:23][N:22]=[C:21]([NH:26]CC2C=CC(OC)=CC=2)[CH:20]=3)[CH:12]=[CH:13][C:14]=1[F:15].C([O-])(O)=O.[Na+]. The catalyst is C(Cl)Cl. The product is [NH2:26][C:21]1[CH:20]=[C:19]2[C:24]([CH:25]=[C:16]([C:11]3[CH:12]=[CH:13][C:14]([F:15])=[C:9]([NH2:8])[CH:10]=3)[C:17](=[O:38])[N:18]2[CH2:36][CH3:37])=[CH:23][N:22]=1. The yield is 0.320. (4) The reactants are [N:1]1[CH:6]=[CH:5][CH:4]=[C:3]([CH:7](N)[CH3:8])[CH:2]=1.[N:10]1[C:19]2[C:14](=CC=[CH:17][C:18]=2C(=O)C)C=CC=1.N.C(O)(=O)C.C([BH3-])#N.[Na+]. The catalyst is CO. The product is [N:1]1[C:2]2[C:3](=[CH:7][CH:8]=[CH:17][C:18]=2[CH:19]([NH2:10])[CH3:14])[CH:4]=[CH:5][CH:6]=1. The yield is 0.980.